This data is from Catalyst prediction with 721,799 reactions and 888 catalyst types from USPTO. The task is: Predict which catalyst facilitates the given reaction. (1) Reactant: CN(C=O)C.Cl[CH2:7][CH2:8][CH2:9][O:10][C:11]1[CH:12]=[C:13]2[C:18](=[CH:19][C:20]=1[O:21][CH3:22])[N:17]=[CH:16][N:15]=[C:14]2[Cl:23].[NH:24]1[CH2:29][CH2:28][O:27][CH2:26][CH2:25]1.C(Cl)Cl. Product: [O:27]1[CH2:28][CH2:29][N:24]([CH2:7][CH2:8][CH2:9][O:10][C:11]2[CH:12]=[C:13]3[C:18](=[CH:19][C:20]=2[O:21][CH3:22])[N:17]=[CH:16][N:15]=[C:14]3[Cl:23])[CH2:25][CH2:26]1. The catalyst class is: 6. (2) Reactant: O.[OH-].[Li+].C[O:5][C:6](=[O:37])[CH2:7][C:8]1[C:17]([CH3:18])=[C:16]([C:19]2[CH:24]=[CH:23][C:22]([S:25](=[O:35])(=[O:34])[NH:26][C:27]3[CH:32]=[CH:31][C:30]([F:33])=[CH:29][CH:28]=3)=[CH:21][CH:20]=2)[C:15]2[C:10](=[CH:11][CH:12]=[C:13]([F:36])[CH:14]=2)[CH:9]=1.C1COCC1.O. Product: [F:36][C:13]1[CH:14]=[C:15]2[C:10](=[CH:11][CH:12]=1)[CH:9]=[C:8]([CH2:7][C:6]([OH:37])=[O:5])[C:17]([CH3:18])=[C:16]2[C:19]1[CH:20]=[CH:21][C:22]([S:25](=[O:34])(=[O:35])[NH:26][C:27]2[CH:32]=[CH:31][C:30]([F:33])=[CH:29][CH:28]=2)=[CH:23][CH:24]=1. The catalyst class is: 81. (3) Reactant: [Cl:1][C:2]1[CH:7]=[CH:6][CH:5]=[CH:4][C:3]=1[C:8]1[N:12]([C:13]2[C:20]3[S:19][C:18]([NH2:21])=[N:17][C:16]=3[NH:15][N:14]=2)[CH:11]=[N:10][CH:9]=1.[C:22]([N:29]1[CH2:34][CH2:33][CH:32]([CH2:35][C:36](O)=[O:37])[CH2:31][CH2:30]1)([O:24][C:25]([CH3:28])([CH3:27])[CH3:26])=[O:23].CN(C(ON1N=NC2C=CC=NC1=2)=[N+](C)C)C.F[P-](F)(F)(F)(F)F.C(N(C(C)C)CC)(C)C.CN(C)CCN. The catalyst class is: 3. Product: [C:25]([O:24][C:22]([N:29]1[CH2:34][CH2:33][CH:32]([CH2:35][C:36](=[O:37])[NH:21][C:18]2[S:19][C:20]3[C:13]([N:12]4[C:8]([C:3]5[CH:4]=[CH:5][CH:6]=[CH:7][C:2]=5[Cl:1])=[CH:9][N:10]=[CH:11]4)=[N:14][NH:15][C:16]=3[N:17]=2)[CH2:31][CH2:30]1)=[O:23])([CH3:28])([CH3:27])[CH3:26]. (4) Reactant: [CH2:1]([C:16]1[CH:17]=[C:18]([OH:22])[CH:19]=[CH:20][CH:21]=1)[CH2:2][CH2:3][CH2:4][CH2:5][CH2:6][CH2:7][CH2:8][CH2:9][CH2:10][CH2:11][CH2:12][CH2:13][CH2:14][CH3:15].CN1C=CN=C1.[N+:29]([C:32]1[CH:37]=[C:36]([N+:38]([O-])=O)[CH:35]=[CH:34][C:33]=1Cl)([O-])=O. Product: [CH2:1]([C:16]1[CH:17]=[C:18]([CH:19]=[CH:20][CH:21]=1)[O:22][C:35]1[CH:34]=[CH:33][C:32]([NH2:29])=[CH:37][C:36]=1[NH2:38])[CH2:2][CH2:3][CH2:4][CH2:5][CH2:6][CH2:7][CH2:8][CH2:9][CH2:10][CH2:11][CH2:12][CH2:13][CH2:14][CH3:15]. The catalyst class is: 311. (5) Reactant: [Cl:1][C:2]([Cl:6])([Cl:5])[CH2:3][OH:4].[S:7](Cl)(Cl)(=[O:9])=[O:8].[N-:12]=[N+:13]=[N-:14].[Na+].[Cl-]. Product: [Cl:1][C:2]([Cl:6])([Cl:5])[CH2:3][O:4][S:7]([N:12]=[N+:13]=[N-:14])(=[O:9])=[O:8]. The catalyst class is: 202. (6) Reactant: [Br:1][C:2]1[CH:3]=[C:4]2[C:8](=[CH:9][CH:10]=1)[NH:7][CH:6]=[CH:5]2.[C:11](O[C:11]([O:13][C:14]([CH3:17])([CH3:16])[CH3:15])=[O:12])([O:13][C:14]([CH3:17])([CH3:16])[CH3:15])=[O:12]. The catalyst class is: 599. Product: [C:11]([N:7]1[C:8]2[C:4](=[CH:3][C:2]([Br:1])=[CH:10][CH:9]=2)[CH:5]=[CH:6]1)([O:13][C:14]([CH3:17])([CH3:16])[CH3:15])=[O:12].